This data is from Full USPTO retrosynthesis dataset with 1.9M reactions from patents (1976-2016). The task is: Predict the reactants needed to synthesize the given product. (1) Given the product [CH3:1][C:2]1[O:6][C:5]([C:7]2[CH:8]=[CH:9][CH:10]=[CH:11][CH:12]=2)=[N:4][C:3]=1[CH2:13][O:14][C:15]1[CH:16]=[CH:17][C:18]([CH2:19][O:20][C:21]2[CH:26]=[CH:25][CH:24]=[CH:23][C:22]=2[CH2:27][CH2:28][C:29]([OH:31])=[O:30])=[CH:33][CH:34]=1, predict the reactants needed to synthesize it. The reactants are: [CH3:1][C:2]1[O:6][C:5]([C:7]2[CH:12]=[CH:11][CH:10]=[CH:9][CH:8]=2)=[N:4][C:3]=1[CH2:13][O:14][C:15]1[CH:34]=[CH:33][C:18]([CH2:19][O:20][C:21]2[CH:26]=[CH:25][CH:24]=[CH:23][C:22]=2[CH2:27][CH2:28][C:29]([O:31]C)=[O:30])=[CH:17][CH:16]=1.O.[OH-].[Li+].O1CCCC1.Cl. (2) The reactants are: [Cl:1][C:2]1[CH:7]=[CH:6][C:5]([C@H:8]2[C@@H:12]([C:13]3[CH:18]=[CH:17][C:16]([Cl:19])=[CH:15][CH:14]=3)[N:11]([C:20](Cl)=[O:21])[C:10]([C:23]3[CH:28]=[CH:27][C:26]([C:29]([C:32](=[O:38])[N:33]([CH2:36][CH3:37])[CH2:34][CH3:35])([CH3:31])[CH3:30])=[CH:25][C:24]=3[O:39][CH2:40][CH3:41])=[N:9]2)=[CH:4][CH:3]=1.Cl.Cl.[CH3:44][S:45]([CH2:48][CH2:49][N:50]1[CH2:55][CH2:54][NH:53][CH2:52][CH2:51]1)(=[O:47])=[O:46]. Given the product [Cl:1][C:2]1[CH:7]=[CH:6][C:5]([C@H:8]2[C@@H:12]([C:13]3[CH:14]=[CH:15][C:16]([Cl:19])=[CH:17][CH:18]=3)[N:11]([C:20]([N:53]3[CH2:52][CH2:51][N:50]([CH2:49][CH2:48][S:45]([CH3:44])(=[O:46])=[O:47])[CH2:55][CH2:54]3)=[O:21])[C:10]([C:23]3[CH:28]=[CH:27][C:26]([C:29]([CH3:31])([CH3:30])[C:32]([N:33]([CH2:36][CH3:37])[CH2:34][CH3:35])=[O:38])=[CH:25][C:24]=3[O:39][CH2:40][CH3:41])=[N:9]2)=[CH:4][CH:3]=1, predict the reactants needed to synthesize it. (3) Given the product [OH:14][CH:3]1[CH:4]([N:28]2[CH2:29][CH2:30][N:25]([C:22]3[CH:21]=[CH:20][C:19]([N+:16]([O-:18])=[O:17])=[CH:24][CH:23]=3)[CH2:26][CH2:27]2)[C:5]2[C:10](=[CH:9][CH:8]=[C:7]([C:12]#[N:13])[CH:6]=2)[O:11][C:2]1([CH3:15])[CH3:1], predict the reactants needed to synthesize it. The reactants are: [CH3:1][C:2]1([CH3:15])[O:11][C:10]2[C:5](=[CH:6][C:7]([C:12]#[N:13])=[CH:8][CH:9]=2)[CH:4]2[O:14][CH:3]12.[N+:16]([C:19]1[CH:24]=[CH:23][C:22]([N:25]2[CH2:30][CH2:29][NH:28][CH2:27][CH2:26]2)=[CH:21][CH:20]=1)([O-:18])=[O:17]. (4) Given the product [C:1]1([C:7]2[N:8]=[C:9]([C:16]([NH2:18])=[O:17])[C:10]3[NH:15][CH:14]=[C:13]([C:29]4[CH2:30][CH2:31][N:26]([CH2:19][C:20]5[CH:25]=[CH:24][CH:23]=[CH:22][CH:21]=5)[CH2:27][CH:28]=4)[C:11]=3[N:12]=2)[CH:2]=[CH:3][CH:4]=[CH:5][CH:6]=1, predict the reactants needed to synthesize it. The reactants are: [C:1]1([C:7]2[N:8]=[C:9]([C:16]([NH2:18])=[O:17])[C:10]3[NH:15][CH:14]=[CH:13][C:11]=3[N:12]=2)[CH:6]=[CH:5][CH:4]=[CH:3][CH:2]=1.[CH2:19]([N:26]1[CH2:31][CH2:30][CH2:29][CH2:28][C:27]1=O)[C:20]1[CH:25]=[CH:24][CH:23]=[CH:22][CH:21]=1.C[O-].[Na+]. (5) Given the product [NH2:30][C:2]1[C:3]2[N:4]([C:8]([C@H:12]3[CH2:17][CH2:16][C@H:15]([CH2:18][NH:19][C:20](=[O:29])[O:21][CH2:22][C:23]4[CH:28]=[CH:27][CH:26]=[CH:25][CH:24]=4)[CH2:14][CH2:13]3)=[N:9][C:10]=2[I:11])[CH:5]=[CH:6][N:7]=1, predict the reactants needed to synthesize it. The reactants are: Cl[C:2]1[C:3]2[N:4]([C:8]([C@H:12]3[CH2:17][CH2:16][C@H:15]([CH2:18][NH:19][C:20](=[O:29])[O:21][CH2:22][C:23]4[CH:28]=[CH:27][CH:26]=[CH:25][CH:24]=4)[CH2:14][CH2:13]3)=[N:9][C:10]=2[I:11])[CH:5]=[CH:6][N:7]=1.[NH3:30]. (6) Given the product [OH:20][C:16]1[CH:17]=[CH:18][C:12]([C:3]([C:4]2[CH:26]=[C:25]([O:24][CH3:21])[CH:7]=[CH:6][C:5]=2[C:8]2[CH:7]=[CH:6][C:5]3[C:10](=[CH:11][CH:12]=[C:3]([O:2][CH3:1])[CH:4]=3)[CH:9]=2)=[O:2])=[CH:11][CH:10]=1, predict the reactants needed to synthesize it. The reactants are: [CH3:1][O:2][C:3]1[CH:4]=[C:5]2[C:10](=[CH:11][CH:12]=1)[CH:9]=[C:8](B(O)O)[CH:7]=[CH:6]2.[CH2:16]([OH:20])[CH2:17][CH2:18]O.[C:21]([O:24][CH2:25][CH3:26])(=O)C.S([O-])([O-])(=O)=O.[Mg+2]. (7) Given the product [CH2:57]([N:30]([C:12]1[C:11]([Br:44])=[C:10]([N:9]([CH2:8][O:7][CH2:6][CH2:5][Si:4]([CH3:3])([CH3:53])[CH3:54])[CH2:45][O:46][CH2:47][CH2:48][Si:49]([CH3:51])([CH3:50])[CH3:52])[N:15]2[N:16]=[CH:17][C:18]([C:19]3[CH:20]=[N:21][C:22]4[C:27]([CH:28]=3)=[CH:26][C:25]([F:29])=[CH:24][CH:23]=4)=[C:14]2[N:13]=1)[CH:31]1[CH2:32][CH2:33][N:34]([C:37]([O:39][C:40]([CH3:43])([CH3:42])[CH3:41])=[O:38])[CH2:35][CH2:36]1)[CH:56]=[CH2:55], predict the reactants needed to synthesize it. The reactants are: [H-].[Na+].[CH3:3][Si:4]([CH3:54])([CH3:53])[CH2:5][CH2:6][O:7][CH2:8][N:9]([CH2:45][O:46][CH2:47][CH2:48][Si:49]([CH3:52])([CH3:51])[CH3:50])[C:10]1[N:15]2[N:16]=[CH:17][C:18]([C:19]3[CH:20]=[N:21][C:22]4[C:27]([CH:28]=3)=[CH:26][C:25]([F:29])=[CH:24][CH:23]=4)=[C:14]2[N:13]=[C:12]([NH:30][CH:31]2[CH2:36][CH2:35][N:34]([C:37]([O:39][C:40]([CH3:43])([CH3:42])[CH3:41])=[O:38])[CH2:33][CH2:32]2)[C:11]=1[Br:44].[CH2:55](Br)[CH:56]=[CH2:57]. (8) Given the product [CH2:1]([C:3]1[N:7]([C:8]2[C:16]3[O:15][CH2:14][C@@H:13]([NH:17][C:18]4[CH:30]=[CH:29][C:21]5[C@H:22]([CH2:25][C:26]([O-:28])=[O:27])[CH2:23][O:24][C:20]=5[CH:19]=4)[C:12]=3[CH:11]=[CH:10][CH:9]=2)[C:6]2[CH:31]=[CH:32][CH:33]=[CH:34][C:5]=2[N:4]=1)[CH3:2].[Na+:36], predict the reactants needed to synthesize it. The reactants are: [CH2:1]([C:3]1[N:7]([C:8]2[C:16]3[O:15][CH2:14][C@@H:13]([NH:17][C:18]4[CH:30]=[CH:29][C:21]5[C@H:22]([CH2:25][C:26]([OH:28])=[O:27])[CH2:23][O:24][C:20]=5[CH:19]=4)[C:12]=3[CH:11]=[CH:10][CH:9]=2)[C:6]2[CH:31]=[CH:32][CH:33]=[CH:34][C:5]=2[N:4]=1)[CH3:2].[OH-].[Na+:36].C(#N)C. (9) Given the product [Cl:37][C:36]1[C:31]([NH:20][C@H:18]([C:8]2[C:9]([C:12]3[CH:17]=[CH:16][CH:15]=[CH:14][N:13]=3)=[N:10][C:11]3[C:6]([CH:7]=2)=[CH:5][CH:4]=[CH:3][C:2]=3[Cl:1])[CH3:19])=[N:32][C:33]([NH2:38])=[N:34][CH:35]=1, predict the reactants needed to synthesize it. The reactants are: [Cl:1][C:2]1[CH:3]=[CH:4][CH:5]=[C:6]2[C:11]=1[N:10]=[C:9]([C:12]1[CH:17]=[CH:16][CH:15]=[CH:14][N:13]=1)[C:8]([C@@H:18]([NH2:20])[CH3:19])=[CH:7]2.CCN(C(C)C)C(C)C.Cl[C:31]1[C:36]([Cl:37])=[CH:35][N:34]=[C:33]([NH2:38])[N:32]=1.